Dataset: Reaction yield outcomes from USPTO patents with 853,638 reactions. Task: Predict the reaction yield, written as a fraction of the theoretical maximum amount of product (1.0 means a 100% yield; for example, 0.34 means a 34% yield). The reactants are [F:1][C:2]1[CH:3]=[C:4]([N:13]2[CH:17]=[C:16]([CH2:18][NH2:19])[N:15]=[N:14]2)[CH:5]=[CH:6][C:7]=1[N:8]1[CH:12]=[CH:11][CH:10]=[N:9]1.[C:20](=O)(O)[O-:21].[Na+].[C:25](Cl)(Cl)=[S:26]. The catalyst is C(Cl)(Cl)Cl.C(OCC)(=O)C. The product is [CH3:20][O:21][C:25](=[S:26])[NH:19][CH2:18][C:16]1[N:15]=[N:14][N:13]([C:4]2[CH:5]=[CH:6][C:7]([N:8]3[CH:12]=[CH:11][CH:10]=[N:9]3)=[C:2]([F:1])[CH:3]=2)[CH:17]=1. The yield is 0.460.